This data is from Catalyst prediction with 721,799 reactions and 888 catalyst types from USPTO. The task is: Predict which catalyst facilitates the given reaction. (1) Reactant: [CH:1]([O:4][C:5]([N:7]1[CH2:12][CH2:11][CH:10]([O:13][N:14]=[C:15]2[CH2:20][CH2:19][N:18]([C:21]3[CH:26]=[C:25]([NH2:27])[C:24]([NH2:28])=[CH:23][C:22]=3[F:29])[CH2:17][CH2:16]2)[CH2:9][CH2:8]1)=[O:6])([CH3:3])[CH3:2].[CH3:30]C1C=CC(S(O)(=O)=O)=CC=1.O.C(OC)(OC)OC. Product: [CH:1]([O:4][C:5]([N:7]1[CH2:12][CH2:11][CH:10]([O:13][N:14]=[C:15]2[CH2:20][CH2:19][N:18]([C:21]3[C:22]([F:29])=[CH:23][C:24]4[N:28]=[CH:30][NH:27][C:25]=4[CH:26]=3)[CH2:17][CH2:16]2)[CH2:9][CH2:8]1)=[O:6])([CH3:3])[CH3:2]. The catalyst class is: 3. (2) Reactant: [N+:1]([O-:4])([O-])=[O:2].[K+].[NH2:6][CH2:7][CH2:8][C:9]1[CH:19]=[CH:18][C:12]([C:13]([O:15][CH2:16][CH3:17])=[O:14])=[CH:11][CH:10]=1. Product: [NH2:6][CH2:7][CH2:8][C:9]1[CH:19]=[CH:18][C:12]([C:13]([O:15][CH2:16][CH3:17])=[O:14])=[CH:11][C:10]=1[N+:1]([O-:4])=[O:2]. The catalyst class is: 82. (3) Reactant: [Cl:1][C:2]1[CH:7]=[CH:6][C:5]([C:8](=O)[CH2:9][CH3:10])=[CH:4][CH:3]=1.Cl.[NH2:13][OH:14].N1C=CC=CC=1. Product: [Cl:1][C:2]1[CH:7]=[CH:6][C:5]([C:8](=[N:13][OH:14])[CH2:9][CH3:10])=[CH:4][CH:3]=1. The catalyst class is: 8. (4) Reactant: [CH2:1]([N:8]([CH2:27][C:28]1[CH:33]=[CH:32][CH:31]=[CH:30][CH:29]=1)[C@@H:9]([CH2:16][C:17]1[CH:22]=[CH:21][C:20]([C:23]([F:26])([F:25])[F:24])=[CH:19][CH:18]=1)[C:10](N(OC)C)=[O:11])[C:2]1[CH:7]=[CH:6][CH:5]=[CH:4][CH:3]=1.[CH3:34][Mg]Br.CCOCC. Product: [CH2:27]([N:8]([CH2:1][C:2]1[CH:7]=[CH:6][CH:5]=[CH:4][CH:3]=1)[C@@H:9]([CH2:16][C:17]1[CH:18]=[CH:19][C:20]([C:23]([F:26])([F:25])[F:24])=[CH:21][CH:22]=1)[C:10](=[O:11])[CH3:34])[C:28]1[CH:33]=[CH:32][CH:31]=[CH:30][CH:29]=1. The catalyst class is: 1. (5) Reactant: C([O:3][CH2:4][CH2:5][CH2:6][N:7]1[C:12](=[O:13])[C:11]2[C:14]([CH2:19][C:20]3[CH:21]=[N:22][C:23]([C:26]([F:29])([F:28])[F:27])=[CH:24][CH:25]=3)=[C:15](Br)[CH:16]=[N:17][C:10]=2[N:9]([CH3:30])[C:8]1=[O:31])=O.[Cl:32][C:33]1[CH:34]=[C:35]([OH:39])[CH:36]=[CH:37][CH:38]=1.C([O-])([O-])=O.[Cs+].[Cs+].CN(C)CC(O)=O. Product: [Cl:32][C:33]1[CH:34]=[C:35]([CH:36]=[CH:37][CH:38]=1)[O:39][C:15]1[CH:16]=[N:17][C:10]2[N:9]([CH3:30])[C:8](=[O:31])[N:7]([CH2:6][CH2:5][CH2:4][OH:3])[C:12](=[O:13])[C:11]=2[C:14]=1[CH2:19][C:20]1[CH:21]=[N:22][C:23]([C:26]([F:28])([F:29])[F:27])=[CH:24][CH:25]=1. The catalyst class is: 185.